Dataset: Catalyst prediction with 721,799 reactions and 888 catalyst types from USPTO. Task: Predict which catalyst facilitates the given reaction. (1) Reactant: [CH3:1][O:2][C:3](=[O:25])[CH2:4][CH2:5][CH:6]([NH:10][C:11]([C:13]1[CH:18]=[CH:17][C:16]([C:19]2[CH:24]=[CH:23][CH:22]=[CH:21][CH:20]=2)=[CH:15][CH:14]=1)=[O:12])[C:7](O)=[O:8].CCN(CC)CC.ClC(OCC)=O.[BH4-].[Na+].Cl. Product: [CH3:1][O:2][C:3](=[O:25])[CH2:4][CH2:5][CH:6]([NH:10][C:11]([C:13]1[CH:14]=[CH:15][C:16]([C:19]2[CH:20]=[CH:21][CH:22]=[CH:23][CH:24]=2)=[CH:17][CH:18]=1)=[O:12])[CH2:7][OH:8]. The catalyst class is: 36. (2) Reactant: [Cl:1][C:2]1[CH:7]=[CH:6][CH:5]=[CH:4][C:3]=1[C:8]1[N:9]=[C:10]([CH2:17][N:18]2[N:22]=[N:21][C:20]([C:23]([F:26])([F:25])[F:24])=[N:19]2)[S:11][C:12]=1[C:13]([O:15]C)=[O:14].O.[OH-].[Na+]. Product: [Cl:1][C:2]1[CH:7]=[CH:6][CH:5]=[CH:4][C:3]=1[C:8]1[N:9]=[C:10]([CH2:17][N:18]2[N:22]=[N:21][C:20]([C:23]([F:26])([F:25])[F:24])=[N:19]2)[S:11][C:12]=1[C:13]([OH:15])=[O:14]. The catalyst class is: 12. (3) Reactant: [C:1]([NH:8][C@H:9]([C:14](O)=O)[CH2:10][CH:11]([CH3:13])C)([O:3]C(C)(C)C)=O.[Cl:17][C:18]1[CH:23]=[C:22]([Cl:24])[CH:21]=[CH:20][C:19]=1[S:25]([NH:28][CH2:29][C@H:30]([OH:48])[CH2:31][NH:32][C:33](=[O:47])[C@H:34]([CH2:43][CH:44]([CH3:46])[CH3:45])[NH:35][C:36]([O:38]C(C)(C)C)=O)(=[O:27])=[O:26].Cl[C:50]1[CH:55]=[C:54](Cl)[CH:53]=[CH:52][C:51]=1S(NC[C@H](O)CNC(=O)[C@H](CC(C)C)N)(=O)=O. Product: [N:8]([CH:9]1[CH2:10][CH2:11][CH2:13][CH2:18][CH2:14]1)=[C:1]=[O:3].[CH:50]1([NH:8][C:36]([NH:35][C@H:34]([C:33]([NH:32][CH2:31][C@@H:30]([OH:48])[CH2:29][NH:28][S:25]([C:19]2[CH:20]=[CH:21][C:22]([Cl:24])=[CH:23][C:18]=2[Cl:17])(=[O:27])=[O:26])=[O:47])[CH2:43][CH:44]([CH3:46])[CH3:45])=[O:38])[CH2:55][CH2:54][CH2:53][CH2:52][CH2:51]1. The catalyst class is: 12. (4) Reactant: [CH3:1][O:2][C:3]1[CH:8]=[CH:7][C:6]([Mg]Br)=[CH:5][CH:4]=1.[N:11]1([C:16]2[CH:21]=[CH:20][C:19]([CH:22]([O:25][Si](C)(C)C)[C:23]#N)=[CH:18][CH:17]=2)[CH:15]=[CH:14][N:13]=[CH:12]1.Cl.[OH-:31].[Na+]. Product: [N:11]1([C:16]2[CH:21]=[CH:20][C:19]([CH:22]([OH:25])[C:23]([C:6]3[CH:7]=[CH:8][C:3]([O:2][CH3:1])=[CH:4][CH:5]=3)=[O:31])=[CH:18][CH:17]=2)[CH:15]=[CH:14][N:13]=[CH:12]1. The catalyst class is: 1. (5) Reactant: [CH3:1][N:2]1[CH2:6][CH2:5][C@H:4]([O:7][C:8]2[CH:9]=[C:10]([CH:15]=[C:16]([O:18][CH2:19][C:20]3[CH:25]=[CH:24][CH:23]=[CH:22][CH:21]=3)[CH:17]=2)[C:11]([O:13]C)=[O:12])[C:3]1=[O:26].CO.[OH-].[Li+].O. Product: [CH3:1][N:2]1[CH2:6][CH2:5][C@H:4]([O:7][C:8]2[CH:9]=[C:10]([CH:15]=[C:16]([O:18][CH2:19][C:20]3[CH:25]=[CH:24][CH:23]=[CH:22][CH:21]=3)[CH:17]=2)[C:11]([OH:13])=[O:12])[C:3]1=[O:26]. The catalyst class is: 1.